Dataset: NCI-60 drug combinations with 297,098 pairs across 59 cell lines. Task: Regression. Given two drug SMILES strings and cell line genomic features, predict the synergy score measuring deviation from expected non-interaction effect. Drug 1: CC=C1C(=O)NC(C(=O)OC2CC(=O)NC(C(=O)NC(CSSCCC=C2)C(=O)N1)C(C)C)C(C)C. Drug 2: CCC1(C2=C(COC1=O)C(=O)N3CC4=CC5=C(C=CC(=C5CN(C)C)O)N=C4C3=C2)O.Cl. Cell line: SK-MEL-28. Synergy scores: CSS=47.5, Synergy_ZIP=-0.254, Synergy_Bliss=-1.53, Synergy_Loewe=-21.0, Synergy_HSA=-0.842.